This data is from Full USPTO retrosynthesis dataset with 1.9M reactions from patents (1976-2016). The task is: Predict the reactants needed to synthesize the given product. (1) Given the product [Cl:25][C:22]1[CH:21]=[CH:20][C:19]([CH2:18][C:9]2[C:10]([CH3:17])=[N:11][C:12]3[C:7]([C:8]=2[CH3:26])=[C:6]([O:5][CH2:4][C:3]([OH:27])=[O:2])[CH:15]=[C:14]([CH3:16])[CH:13]=3)=[CH:24][CH:23]=1, predict the reactants needed to synthesize it. The reactants are: C[O:2][C:3](=[O:27])[CH2:4][O:5][C:6]1[CH:15]=[C:14]([CH3:16])[CH:13]=[C:12]2[C:7]=1[C:8]([CH3:26])=[C:9]([CH2:18][C:19]1[CH:24]=[CH:23][C:22]([Cl:25])=[CH:21][CH:20]=1)[C:10]([CH3:17])=[N:11]2.C(#N)C.[OH-].[Li+]. (2) Given the product [C:12]1([CH3:24])[CH:17]=[C:16]([CH3:18])[CH:15]=[C:14]([CH3:19])[C:13]=1[C:4]1([N+:8]([O-:10])=[O:9])[CH:5]=[CH:6][CH:7]=[CH:2][CH:3]1[CH3:11], predict the reactants needed to synthesize it. The reactants are: Br[C:2]1[CH:7]=[CH:6][CH:5]=[C:4]([N+:8]([O-:10])=[O:9])[C:3]=1[CH3:11].[C:12]1([CH3:24])[CH:17]=[C:16]([CH3:18])[CH:15]=[C:14]([CH3:19])[C:13]=1OB(O)O.O.O.O.O.O.O.O.O.[OH-].[Ba+2].[OH-]. (3) Given the product [Br:11][CH:9]1[CH2:8][CH2:7][CH2:6][C:5]2[N:4]=[CH:3][CH:2]=[N:1][C:10]1=2, predict the reactants needed to synthesize it. The reactants are: [N:1]1[C:10]2[CH2:9][CH2:8][CH2:7][CH2:6][C:5]=2[N:4]=[CH:3][CH:2]=1.[Br:11]NC(=O)CCC(N)=O.C(=O)(O)[O-].[Na+]. (4) Given the product [O:1]1[CH2:6][CH2:5][N:4]([CH2:7][CH2:8][NH:9][C:10]2[C:19]([F:20])=[CH:18][CH:17]=[CH:16][C:11]=2[CH2:12][OH:13])[CH2:3][CH2:2]1, predict the reactants needed to synthesize it. The reactants are: [O:1]1[CH2:6][CH2:5][N:4]([CH2:7][CH2:8][NH:9][C:10]2[C:19]([F:20])=[CH:18][CH:17]=[CH:16][C:11]=2[C:12](OC)=[O:13])[CH2:3][CH2:2]1.[H-].[H-].[H-].[H-].[Li+].[Al+3]. (5) The reactants are: [F:1][C:2]1[CH:20]=[CH:19][C:5]([CH2:6][NH:7][C:8]([C:10]2[N:15]=[CH:14][N:13]=[C:12]([C:16]([OH:18])=O)[CH:11]=2)=[O:9])=[CH:4][C:3]=1[CH3:21].[NH2:22][CH2:23][C:24]1[CH:29]=[CH:28][C:27]([CH2:30][C:31]([O:33][CH2:34][CH3:35])=[O:32])=[CH:26][CH:25]=1.C1(N=C=NC2CCCCC2)CCCCC1.OC1C2N=NNC=2C=CC=1. Given the product [F:1][C:2]1[CH:20]=[CH:19][C:5]([CH2:6][NH:7][C:8]([C:10]2[N:15]=[CH:14][N:13]=[C:12]([C:16]([NH:22][CH2:23][C:24]3[CH:29]=[CH:28][C:27]([CH2:30][C:31]([O:33][CH2:34][CH3:35])=[O:32])=[CH:26][CH:25]=3)=[O:18])[CH:11]=2)=[O:9])=[CH:4][C:3]=1[CH3:21], predict the reactants needed to synthesize it. (6) The reactants are: [CH3:1][O:2][C:3]1[CH:8]=[CH:7][C:6]([OH:9])=[CH:5][CH:4]=1.[H-].[Na+].CC1C=CC(S(O[CH2:23][C@@H:24]2[CH2:28][CH2:27][CH2:26][N:25]2[S:29]([C:32]2[CH:40]=[CH:39][C:38]3[N:37]4[CH2:41][C:42]([CH3:46])([CH3:45])[CH2:43][N:44]=[C:36]4[C:35]4(OCCC[O:47]4)[C:34]=3[CH:33]=2)(=[O:31])=[O:30])(=O)=O)=CC=1.CN(C=O)C. Given the product [CH3:1][O:2][C:3]1[CH:8]=[CH:7][C:6]([O:9][CH2:23][C@@H:24]2[CH2:28][CH2:27][CH2:26][N:25]2[S:29]([C:32]2[CH:40]=[CH:39][C:38]3[N:37]4[CH2:41][C:42]([CH3:46])([CH3:45])[CH2:43][N:44]=[C:36]4[C:35](=[O:47])[C:34]=3[CH:33]=2)(=[O:31])=[O:30])=[CH:5][CH:4]=1, predict the reactants needed to synthesize it.